This data is from Catalyst prediction with 721,799 reactions and 888 catalyst types from USPTO. The task is: Predict which catalyst facilitates the given reaction. (1) Reactant: [CH2:1]([O:8][C:9]1[CH:14]=[CH:13][CH:12]=[C:11]([N:15]=[C:16]=S)[CH:10]=1)[C:2]1[CH:7]=[CH:6][CH:5]=[CH:4][CH:3]=1.[NH:18]([C:20](=[O:44])[C:21]([NH:23][C:24]1[CH:29]=[CH:28][C:27]([C@H:30]2[CH2:35][CH2:34][C@H:33]([CH2:36][C:37]([O:39][CH3:40])=[O:38])[CH2:32][CH2:31]2)=[CH:26][C:25]=1[N+:41]([O-:43])=[O:42])=[O:22])[NH2:19].CCN=C=NCCCN(C)C.O. Product: [CH2:1]([O:8][C:9]1[CH:10]=[C:11]([NH:15][C:16]2[O:44][C:20]([C:21]([NH:23][C:24]3[CH:29]=[CH:28][C:27]([C@H:30]4[CH2:31][CH2:32][C@H:33]([CH2:36][C:37]([O:39][CH3:40])=[O:38])[CH2:34][CH2:35]4)=[CH:26][C:25]=3[N+:41]([O-:43])=[O:42])=[O:22])=[N:18][N:19]=2)[CH:12]=[CH:13][CH:14]=1)[C:2]1[CH:7]=[CH:6][CH:5]=[CH:4][CH:3]=1. The catalyst class is: 44. (2) Reactant: [CH:1]1[CH:2]=[N:3][C:4]([N:7]2[CH2:12][CH2:11][N:10]([CH2:13][CH2:14][CH2:15][CH2:16][N:17]3[C:27](=[O:28])[CH2:26][C:21]4([CH2:25][CH2:24][CH2:23][CH2:22]4)[CH2:20][C:18]3=[O:19])[CH2:9][CH2:8]2)=[N:5][CH:6]=1.Cl. Product: [CH:1]1[CH:6]=[N:5][C:4]([N:7]2[CH2:12][CH2:11][N:10]([CH2:13][CH2:14][CH2:15][CH2:16][N:17]3[C:27](=[O:28])[CH2:26][C:21]4([CH2:22][CH2:23][CH2:24][CH2:25]4)[CH2:20][C:18]3=[O:19])[CH2:9][CH2:8]2)=[N:3][CH:2]=1. The catalyst class is: 14. (3) Reactant: [NH2:1][C:2]1[CH:3]=[C:4]([CH:36]=[CH:37][CH:38]=1)[CH2:5][O:6][C:7]1[C:12]([Br:13])=[CH:11][C:10]([CH:14]2[C:23]3[C:22](=[O:24])[CH2:21][CH:20]([CH2:25][CH2:26][CH3:27])[CH2:19][C:18]=3[NH:17][C:16]([CH3:28])=[C:15]2[C:29]#[N:30])=[CH:9][C:8]=1[NH:31][S:32]([CH3:35])(=[O:34])=[O:33].N1C=CC=CC=1.[CH3:45][S:46](Cl)(=[O:48])=[O:47]. Product: [Br:13][C:12]1[C:7]([O:6][CH2:5][C:4]2[CH:36]=[CH:37][CH:38]=[C:2]([NH:1][S:46]([CH3:45])(=[O:48])=[O:47])[CH:3]=2)=[C:8]([NH:31][S:32]([CH3:35])(=[O:34])=[O:33])[CH:9]=[C:10]([CH:14]2[C:23]3[C:22](=[O:24])[CH2:21][CH:20]([CH2:25][CH2:26][CH3:27])[CH2:19][C:18]=3[NH:17][C:16]([CH3:28])=[C:15]2[C:29]#[N:30])[CH:11]=1. The catalyst class is: 96. (4) Reactant: [Si]([O:8][CH2:9][CH2:10][CH2:11][CH2:12][C:13]1[CH:14]=[C:15]([NH:19][C:20]([NH2:22])=[O:21])[CH:16]=[CH:17][CH:18]=1)(C(C)(C)C)(C)C.C(O)(C(F)(F)F)=O. Product: [OH:8][CH2:9][CH2:10][CH2:11][CH2:12][C:13]1[CH:14]=[C:15]([NH:19][C:20]([NH2:22])=[O:21])[CH:16]=[CH:17][CH:18]=1. The catalyst class is: 1. (5) Reactant: [N:1]1[C:10]2[C:5](=[CH:6][C:7]([OH:11])=[CH:8][CH:9]=2)[CH:4]=[CH:3][CH:2]=1.[H-].[Na+].[Br:14][C:15]1[CH:16]=[C:17]([N:21]=[C:22]=[O:23])[CH:18]=[CH:19][CH:20]=1. Product: [N:1]1[C:10]2[C:5](=[CH:6][C:7]([O:11][C:22](=[O:23])[NH:21][C:17]3[CH:18]=[CH:19][CH:20]=[C:15]([Br:14])[CH:16]=3)=[CH:8][CH:9]=2)[CH:4]=[CH:3][CH:2]=1. The catalyst class is: 9. (6) Reactant: [N+:1]([C:4]1[CH:9]=[CH:8][C:7]([O:10][C:11]([N:13]2[C:18](=[O:19])[CH2:17][O:16][CH:15](C)[CH:14]2[C:21]2[CH:26]=[CH:25][C:24]([F:27])=[C:23]([F:28])[CH:22]=2)=[O:12])=[CH:6][CH:5]=1)([O-:3])=[O:2].CO. Product: [N+:1]([C:4]1[CH:5]=[CH:6][C:7]([O:10][C:11]([N:13]2[C:18](=[O:19])[CH2:17][O:16][CH2:15][CH:14]2[C:21]2[CH:26]=[CH:25][C:24]([F:27])=[C:23]([F:28])[CH:22]=2)=[O:12])=[CH:8][CH:9]=1)([O-:3])=[O:2]. The catalyst class is: 2. (7) Reactant: C(=O)([O-])[O-].[Cs+].[Cs+].[C:16](P([C:16]([CH3:19])([CH3:18])[CH3:17])[C:16]([CH3:19])([CH3:18])[CH3:17])([CH3:19])([CH3:18])[CH3:17].[C:20]1([CH3:27])[C:21]([CH3:27])=[CH:25][CH:20]=[CH:21][CH:25]=1.Br[C:29]1[CH:30]=[CH:31][C:32]2[N:33](C3C=CC=CC=3)[C:34]3[C:39]([C:40]=2[CH:41]=1)=[CH:38][C:37](Br)=[CH:36][CH:35]=3. Product: [C:20]([C:37]1[CH:36]=[CH:35][C:34]2[NH:33][C:32]3[C:40]([C:39]=2[CH:38]=1)=[CH:41][C:29]([C:16]([CH3:17])([CH3:18])[CH3:19])=[CH:30][CH:31]=3)([CH3:27])([CH3:21])[CH3:25]. The catalyst class is: 713. (8) Reactant: [Br:1][C:2]1[C:11]2[C:6](=[CH:7][CH:8]=[CH:9][CH:10]=2)[C:5]([C:12]2[NH:16][C:15]([CH:17]3[CH2:21][CH2:20][CH2:19][NH:18]3)=[N:14][CH:13]=2)=[CH:4][CH:3]=1.[CH3:22][O:23][C:24]([NH:26][CH:27]([CH:31]([CH3:33])[CH3:32])[C:28](O)=[O:29])=[O:25].CN(C(ON1N=NC2C=CC=NC1=2)=[N+](C)C)C.F[P-](F)(F)(F)(F)F.CN1CCOCC1. Product: [CH3:22][O:23][C:24](=[O:25])[NH:26][CH:27]([C:28]([N:18]1[CH2:19][CH2:20][CH2:21][CH:17]1[C:15]1[NH:16][C:12]([C:5]2[C:6]3[C:11](=[CH:10][CH:9]=[CH:8][CH:7]=3)[C:2]([Br:1])=[CH:3][CH:4]=2)=[CH:13][N:14]=1)=[O:29])[CH:31]([CH3:33])[CH3:32]. The catalyst class is: 3.